From a dataset of Experimentally validated miRNA-target interactions with 360,000+ pairs, plus equal number of negative samples. Binary Classification. Given a miRNA mature sequence and a target amino acid sequence, predict their likelihood of interaction. The miRNA is hsa-miR-6755-5p with sequence UAGGGUAGACACUGACAACGUU. The protein sequence of the target gene is MLSRICGNGIRLTRTRLQFQPSIVTFRDYSNPAPKRGFLNNLIDNVRDEMQKNKELQEHQQQLKARMQELNESDALKDARKKFEIVEKETLKSSEVVKQKIEELSDHMKKMVHEIQKTEAGKKMTEAGAEALKQARKAAEHVEKVAEKVGDTEVYKHVSTSMKTVKDEIDNIADVRMYSRPEALTKRTDGFDLEKERVVEANDSATDVTLHKDSKWYSGWKNFSESNTYYHKLLDWKIKYDESDNMAVRMMRGVTEKIGSVFSGQNEVSEVLTEIHKIDANFDKQEWLRFCETKIIPNIL.... Result: 0 (no interaction).